This data is from Full USPTO retrosynthesis dataset with 1.9M reactions from patents (1976-2016). The task is: Predict the reactants needed to synthesize the given product. (1) Given the product [F:20][C:2]([F:1])([F:21])[CH2:3][O:4][C:5]1[CH:13]=[CH:12][C:11]([O:14][CH2:15][C:16]([F:19])([F:18])[F:17])=[CH:10][C:6]=1[C:7]([NH:28][CH2:29][C:30]1[CH:35]=[CH:34][CH:33]=[CH:32][N:31]=1)=[O:9], predict the reactants needed to synthesize it. The reactants are: [F:1][C:2]([F:21])([F:20])[CH2:3][O:4][C:5]1[CH:13]=[CH:12][C:11]([O:14][CH2:15][C:16]([F:19])([F:18])[F:17])=[CH:10][C:6]=1[C:7]([OH:9])=O.ClC(OCC)=O.[NH2:28][CH2:29][C:30]1[CH:35]=[CH:34][CH:33]=[CH:32][N:31]=1. (2) Given the product [Br:1][C:2]1[CH:10]=[C:9]2[C:5]([CH2:6][C:7]3([CH2:22][CH2:21][C:20](=[O:23])[CH2:19][CH2:18]3)[C:8]2=[NH:11])=[CH:4][CH:3]=1, predict the reactants needed to synthesize it. The reactants are: [Br:1][C:2]1[CH:10]=[C:9]2[C:5]([CH2:6][C:7]3([CH2:22][CH2:21][C:20]4(OCC[O:23]4)[CH2:19][CH2:18]3)[C:8]2=[N:11]S(C(C)(C)C)=O)=[CH:4][CH:3]=1.Cl. (3) Given the product [C:1]([C:5]1[CH:10]=[CH:9][C:8]([NH:11][C:12]([N:31]2[CH2:32][CH2:33][C:27]3([O:26][N:25]=[C:24]([CH2:17][C:18]4[CH:19]=[CH:20][CH:21]=[CH:22][CH:23]=4)[CH2:28]3)[CH2:29][CH2:30]2)=[O:13])=[CH:7][CH:6]=1)([CH3:4])([CH3:2])[CH3:3], predict the reactants needed to synthesize it. The reactants are: [C:1]([C:5]1[CH:10]=[CH:9][C:8]([N:11]=[C:12]=[O:13])=[CH:7][CH:6]=1)([CH3:4])([CH3:3])[CH3:2].C(Cl)Cl.[CH2:17]([C:24]1[CH2:28][C:27]2([CH2:33][CH2:32][NH:31][CH2:30][CH2:29]2)[O:26][N:25]=1)[C:18]1[CH:23]=[CH:22][CH:21]=[CH:20][CH:19]=1. (4) Given the product [Cl:24][CH2:19][C:17]1[S:16][C:15]2[CH:21]=[C:11]([O:10][C:2]3[S:1][C:5]4[CH:6]=[CH:7][CH:8]=[CH:9][C:4]=4[N:3]=3)[CH:12]=[CH:13][C:14]=2[CH:18]=1, predict the reactants needed to synthesize it. The reactants are: [S:1]1[C:5]2[CH:6]=[CH:7][CH:8]=[CH:9][C:4]=2[N:3]=[C:2]1[O:10][C:11]1[CH:12]=[CH:13][C:14]2[CH:18]=[C:17]([CH2:19]O)[S:16][C:15]=2[CH:21]=1.S(Cl)([Cl:24])=O. (5) Given the product [CH2:14]([C:13]1[N:18]=[C:19]([NH2:21])[N:20]=[C:11]([NH2:12])[C:10]=1[C:7]1[CH:6]=[CH:5][C:4]([N+:1]([O-:3])=[O:2])=[CH:9][CH:8]=1)[CH3:15], predict the reactants needed to synthesize it. The reactants are: [N+:1]([C:4]1[CH:9]=[CH:8][C:7]([CH:10]([C:13](=O)[CH2:14][CH3:15])[C:11]#[N:12])=[CH:6][CH:5]=1)([O-:3])=[O:2].Cl.[NH2:18][C:19]([NH2:21])=[NH:20].[O-]CC.[K+]. (6) Given the product [CH2:1]([NH:8][CH2:21][CH2:22][N:23]1[CH2:29][C:28](=[O:30])[C:27]([CH:32]2[CH2:35][CH2:34][CH2:33]2)([OH:31])[C:26]2[CH:36]=[CH:37][CH:38]=[CH:39][C:25]=2[CH2:24]1)[C:2]1[CH:3]=[CH:4][CH:5]=[CH:6][CH:7]=1, predict the reactants needed to synthesize it. The reactants are: [CH2:1]([N:8]([CH2:21][CH2:22][N:23]1[CH2:29][C:28](=[O:30])[C:27]([CH:32]2[CH2:35][CH2:34][CH2:33]2)([OH:31])[C:26]2[CH:36]=[CH:37][CH:38]=[CH:39][C:25]=2[CH2:24]1)S(C1C=CC=CC=1[N+]([O-])=O)(=O)=O)[C:2]1[CH:7]=[CH:6][CH:5]=[CH:4][CH:3]=1.C([O-])([O-])=O.[K+].[K+].C1(S)C=CC=CC=1.O.